Dataset: Full USPTO retrosynthesis dataset with 1.9M reactions from patents (1976-2016). Task: Predict the reactants needed to synthesize the given product. The reactants are: [CH2:1]([O:3][C:4](=[O:18])[CH2:5][CH2:6][N:7]1[CH2:15][C:14]2[C:9](=[CH:10][CH:11]=[C:12]([NH2:16])[CH:13]=2)[C:8]1=[O:17])[CH3:2].[O:19]1[C:23]2[CH:24]=[CH:25][CH:26]=[CH:27][C:22]=2[N:21]=[C:20]1[CH2:28][NH:29][CH2:30][CH2:31]OS(C)(=O)=O.C(N(CC)CC)C. Given the product [CH2:1]([O:3][C:4](=[O:18])[CH2:5][CH2:6][N:7]1[CH2:15][C:14]2[C:9](=[CH:10][CH:11]=[C:12]([NH:16][CH2:31][CH2:30][NH:29][CH2:28][C:20]3[O:19][C:23]4[CH:24]=[CH:25][CH:26]=[CH:27][C:22]=4[N:21]=3)[CH:13]=2)[C:8]1=[O:17])[CH3:2], predict the reactants needed to synthesize it.